From a dataset of Reaction yield outcomes from USPTO patents with 853,638 reactions. Predict the reaction yield, written as a fraction of the theoretical maximum amount of product (1.0 means a 100% yield; for example, 0.34 means a 34% yield). (1) The reactants are [Cl:1][C:2]1[C:10]2[C:9]([S:11][CH2:12][C:13]([O-:15])=[O:14])=[N:8][CH:7]=[N:6][C:5]=2[S:4][C:3]=1[CH3:16].[OH-].[Na+]. The catalyst is C1COCC1. The product is [Cl:1][C:2]1[C:10]2[C:9]([S:11][CH2:12][C:13]([OH:15])=[O:14])=[N:8][CH:7]=[N:6][C:5]=2[S:4][C:3]=1[CH3:16]. The yield is 0.940. (2) The reactants are [NH2:1]/[C:2](/[CH2:12][CH3:13])=[C:3](/[CH2:9][CH2:10]C)\[C:4]([O:6][CH2:7][CH3:8])=[O:5].[O:14]1[CH:18]=[CH:17][CH:16]=[C:15]1[C:19](Cl)=[O:20]. The catalyst is ClCCl. The product is [O:14]1[CH:18]=[CH:17][CH:16]=[C:15]1[C:19]([NH:1][C:2]1[CH2:12][CH2:13][CH2:10][CH2:9][C:3]=1[C:4]([O:6][CH2:7][CH3:8])=[O:5])=[O:20]. The yield is 0.810. (3) The reactants are [CH2:1]([O:3][C:4]([C:6]1([NH:11][C:12]([CH:14]2[NH:18][CH2:17][CH:16]([O:19][C:20](=[O:30])[C:21]3[CH:26]=[CH:25][C:24]([N+:27]([O-:29])=[O:28])=[CH:23][CH:22]=3)[CH2:15]2)=[O:13])[CH2:8][CH:7]1[CH:9]=[CH2:10])=[O:5])[CH3:2].[C:31]([O-:34])(O)=O.[Na+].C(Cl)(Cl)=O.C1(C)C=CC=CC=1.[CH2:47]([NH:54][CH2:55][C:56]1[CH:61]=[CH:60][C:59]([O:62][CH3:63])=[CH:58][CH:57]=1)[CH2:48][CH2:49][CH2:50][CH:51]=[CH:52][CH3:53]. The catalyst is C1COCC1. The product is [CH2:1]([O:3][C:4]([C:6]1([NH:11][C:12]([CH:14]2[N:18]([C:31](=[O:34])[N:54]([CH2:47][CH2:48][CH2:49][CH2:50][CH2:51][CH:52]=[CH2:53])[CH2:55][C:56]3[CH:61]=[CH:60][C:59]([O:62][CH3:63])=[CH:58][CH:57]=3)[CH2:17][CH:16]([O:19][C:20](=[O:30])[C:21]3[CH:22]=[CH:23][C:24]([N+:27]([O-:29])=[O:28])=[CH:25][CH:26]=3)[CH2:15]2)=[O:13])[CH2:8][CH:7]1[CH:9]=[CH2:10])=[O:5])[CH3:2]. The yield is 0.900. (4) The reactants are Cl[C:2]1[CH:3]=[CH:4][C:5]([N+:10]([O-])=O)=[C:6]([CH:9]=1)[CH:7]=[O:8].[F:13][C:14]([F:25])([F:24])[C:15]1[CH:20]=[CH:19][C:18](B(O)O)=[CH:17][CH:16]=1.C(=O)([O-])[O-].[K+].[K+].O1CCOCC1. The catalyst is C1C=CC([P]([Pd]([P](C2C=CC=CC=2)(C2C=CC=CC=2)C2C=CC=CC=2)([P](C2C=CC=CC=2)(C2C=CC=CC=2)C2C=CC=CC=2)[P](C2C=CC=CC=2)(C2C=CC=CC=2)C2C=CC=CC=2)(C2C=CC=CC=2)C2C=CC=CC=2)=CC=1.O. The product is [NH2:10][C:5]1[CH:4]=[CH:3][C:2]([C:18]2[CH:19]=[CH:20][C:15]([C:14]([F:25])([F:24])[F:13])=[CH:16][CH:17]=2)=[CH:9][C:6]=1[CH:7]=[O:8]. The yield is 0.0200. (5) The product is [ClH:1].[Cl:1][C:2]1[CH:7]=[CH:6][CH:5]=[CH:4][C:3]=1[C:8]([F:12])([F:11])[CH2:9][NH2:13]. The reactants are [Cl:1][C:2]1[CH:7]=[CH:6][CH:5]=[CH:4][C:3]=1[C:8]([F:12])([F:11])[CH2:9]O.[N:13]1C=CC=CC=1.FC(F)(F)S(OS(C(F)(F)F)(=O)=O)(=O)=O.N. The catalyst is C(#N)C. The yield is 0.920. (6) The reactants are [H-].[Na+].[C:3]([O:10][CH3:11])(=[O:9])[CH2:4][C:5](OC)=[O:6].[Br:12][C:13]1[CH:14]=[CH:15][C:16]2[C:21](=O)[O:20][C:19](=O)[N:18](C)[C:17]=2[CH:25]=1.O. The catalyst is CN(C=O)C. The product is [Br:12][C:13]1[CH:25]=[C:17]2[C:16]([C:21]([OH:20])=[C:4]([C:3]([O:10][CH3:11])=[O:9])[C:5](=[O:6])[N:18]2[CH3:19])=[CH:15][CH:14]=1. The yield is 0.670. (7) The reactants are [CH3:1][Si:2]([CH3:18])([CH3:17])[CH2:3][CH2:4][O:5][CH2:6][N:7]1[C:11]2[CH:12]=[N:13][NH:14][C:15](=[O:16])[C:10]=2[CH:9]=[CH:8]1.[H-].[Na+].[CH3:21][Si:22]([CH3:29])([CH3:28])[CH2:23][CH2:24][O:25][CH2:26]Cl.[Cl-].[NH4+]. The catalyst is CN(C)C=O. The product is [CH3:1][Si:2]([CH3:18])([CH3:17])[CH2:3][CH2:4][O:5][CH2:6][N:7]1[C:11]2[CH:12]=[N:13][N:14]([CH2:26][O:25][CH2:24][CH2:23][Si:22]([CH3:29])([CH3:28])[CH3:21])[C:15](=[O:16])[C:10]=2[CH:9]=[CH:8]1. The yield is 0.480.